From a dataset of Forward reaction prediction with 1.9M reactions from USPTO patents (1976-2016). Predict the product of the given reaction. Given the reactants [CH:1]1([C:6]2([CH3:22])[NH:10][C:9](=[O:11])[N:8]([CH2:12][C:13]3[CH:18]=[CH:17][C:16]([O:19][CH3:20])=[CH:15][CH:14]=3)[C:7]2=[O:21])[CH2:5][CH2:4][CH2:3][CH2:2]1.[CH2:23](Br)[CH3:24], predict the reaction product. The product is: [CH:1]1([C:6]2([CH3:22])[N:10]([CH2:23][CH3:24])[C:9](=[O:11])[N:8]([CH2:12][C:13]3[CH:14]=[CH:15][C:16]([O:19][CH3:20])=[CH:17][CH:18]=3)[C:7]2=[O:21])[CH2:2][CH2:3][CH2:4][CH2:5]1.